This data is from CYP3A4 inhibition data for predicting drug metabolism from PubChem BioAssay. The task is: Regression/Classification. Given a drug SMILES string, predict its absorption, distribution, metabolism, or excretion properties. Task type varies by dataset: regression for continuous measurements (e.g., permeability, clearance, half-life) or binary classification for categorical outcomes (e.g., BBB penetration, CYP inhibition). Dataset: cyp3a4_veith. The drug is C[C@H](Oc1ccc(Oc2cnc3ccc(Cl)cc3n2)cc1)C(=O)O.[Na]. The result is 0 (non-inhibitor).